Task: Predict which catalyst facilitates the given reaction.. Dataset: Catalyst prediction with 721,799 reactions and 888 catalyst types from USPTO (1) Reactant: [C:1]1([OH:7])[CH:6]=CC=CC=1.CC[O:10][C:11](/[N:13]=[N:13]/[C:11]([O:10]CC)=O)=O.[CH:33]1C=CC(P([C:33]2[CH:38]=CC=CC=2)C2C=CC=CC=2)=C[CH:38]=1.C1(O)C=CC=CC=1.C(O)(C(F)(F)F)=O.[SiH](CC)(CC)CC. Product: [N-:13]=[C:11]=[O:10].[CH3:11][N:13]1[CH2:6][CH2:1][O:7][CH2:33][CH2:38]1. The catalyst class is: 182. (2) Reactant: Cl[C:2]1[CH:7]=[CH:6][N:5]2[N:8]=[CH:9][C:10]([CH:11]=[O:12])=[C:4]2[N:3]=1.[Cl:13][C:14]1[CH:15]=[C:16]([CH:18]=[CH:19][CH:20]=1)[NH2:17]. Product: [Cl:13][C:14]1[CH:15]=[C:16]([NH:17][C:2]2[CH:7]=[CH:6][N:5]3[N:8]=[CH:9][C:10]([CH:11]=[O:12])=[C:4]3[N:3]=2)[CH:18]=[CH:19][CH:20]=1. The catalyst class is: 12. (3) Reactant: [Br:1][C:2]1[CH:10]=[C:9]2[C:5]([CH:6]=[CH:7][N:8]2[S:11]([C:14]2[CH:19]=[CH:18][C:17]([O:20][CH3:21])=[C:16]([N:22]3[CH2:27][CH2:26][NH:25][CH2:24][CH2:23]3)[CH:15]=2)(=[O:13])=[O:12])=[CH:4][CH:3]=1.[C:28]([BH3-])#N.[Na+].C=O. Product: [Br:1][C:2]1[CH:10]=[C:9]2[C:5]([CH:6]=[CH:7][N:8]2[S:11]([C:14]2[CH:19]=[CH:18][C:17]([O:20][CH3:21])=[C:16]([N:22]3[CH2:23][CH2:24][N:25]([CH3:28])[CH2:26][CH2:27]3)[CH:15]=2)(=[O:13])=[O:12])=[CH:4][CH:3]=1. The catalyst class is: 5. (4) Reactant: [CH3:1][O:2][C:3](=[O:19])[C:4]1[CH:9]=[CH:8][C:7]([CH2:10]O)=[CH:6][C:5]=1[C:12]1[CH:17]=[CH:16][CH:15]=[CH:14][C:13]=1[CH3:18].[Br-].[Li+].P(Br)(Br)[Br:23]. Product: [CH3:1][O:2][C:3](=[O:19])[C:4]1[CH:9]=[CH:8][C:7]([CH2:10][Br:23])=[CH:6][C:5]=1[C:12]1[CH:17]=[CH:16][CH:15]=[CH:14][C:13]=1[CH3:18]. The catalyst class is: 3. (5) The catalyst class is: 146. Reactant: [OH:1][C:2]([CH3:12])([CH3:11])[C:3]([C:5]1[CH:10]=[CH:9][CH:8]=[CH:7][CH:6]=1)=[O:4].[Al+3].[Cl-:14].[Cl-].[Cl-].[CH2:17]=O.Cl.[OH-].[Na+]. Product: [Cl:14][CH2:17][C:7]1[CH:6]=[C:5]([C:3](=[O:4])[C:2]([OH:1])([CH3:12])[CH3:11])[CH:10]=[CH:9][CH:8]=1. (6) Reactant: B(Br)(Br)Br.[CH2:5]([O:7][C:8]([C:10]1[N:11]([CH3:31])[CH:12]=[C:13]([C:29]#[N:30])[C:14]=1[C:15]1[CH:20]=[CH:19][C:18]([C:21]2[CH:26]=[CH:25][CH:24]=[CH:23][C:22]=2[O:27]C)=[CH:17][CH:16]=1)=[O:9])[CH3:6]. Product: [CH2:5]([O:7][C:8]([C:10]1[N:11]([CH3:31])[CH:12]=[C:13]([C:29]#[N:30])[C:14]=1[C:15]1[CH:16]=[CH:17][C:18]([C:21]2[CH:26]=[CH:25][CH:24]=[CH:23][C:22]=2[OH:27])=[CH:19][CH:20]=1)=[O:9])[CH3:6]. The catalyst class is: 2. (7) Reactant: Br.[Br:2][C:3]1[CH:4]=[C:5]2[C:9](=[CH:10][CH:11]=1)[CH2:8][CH:7]([NH2:12])[CH2:6]2.N[C@H](C(O)=O)CCCCNC(=N)N.CCN(CC)CC.[CH3:33][C:34]([O:37][C:38](O[C:38]([O:37][C:34]([CH3:36])([CH3:35])[CH3:33])=[O:39])=[O:39])([CH3:36])[CH3:35]. Product: [Br:2][C:3]1[CH:4]=[C:5]2[C:9](=[CH:10][CH:11]=1)[CH2:8][CH:7]([NH:12][C:38](=[O:39])[O:37][C:34]([CH3:36])([CH3:35])[CH3:33])[CH2:6]2. The catalyst class is: 2. (8) Reactant: [N:1]1[NH:2][N:3]=[N:4][C:5]=1[CH2:6][NH2:7].[C:8](O[C:8]([O:10][C:11]([CH3:14])([CH3:13])[CH3:12])=[O:9])([O:10][C:11]([CH3:14])([CH3:13])[CH3:12])=[O:9].[OH-].[Na+].Cl. Product: [C:11]([O:10][C:8](=[O:9])[NH:7][CH2:6][C:5]1[N:1]=[N:2][NH:3][N:4]=1)([CH3:14])([CH3:13])[CH3:12]. The catalyst class is: 6. (9) Reactant: C([Si](C)(C)[O:6][CH2:7][CH2:8][C:9]1[C:14]([CH2:15][CH3:16])=[CH:13][C:12]([C:17]2[N:22]=[C:21]([NH:23][C:24](=[O:29])[C:25]([CH3:28])([CH3:27])[CH3:26])[CH:20]=[CH:19][CH:18]=2)=[C:11]([O:30][CH3:31])[CH:10]=1)(C)(C)C.CCCC[N+](CCCC)(CCCC)CCCC.[F-]. Product: [CH2:15]([C:14]1[C:9]([CH2:8][CH2:7][OH:6])=[CH:10][C:11]([O:30][CH3:31])=[C:12]([C:17]2[N:22]=[C:21]([NH:23][C:24](=[O:29])[C:25]([CH3:28])([CH3:26])[CH3:27])[CH:20]=[CH:19][CH:18]=2)[CH:13]=1)[CH3:16]. The catalyst class is: 1. (10) Reactant: C(O[C:4](=[C:6]([C:9]#[N:10])[C:7]#[N:8])[CH3:5])C.[CH3:11][NH:12][NH2:13]. Product: [NH2:8][C:7]1[N:12]([CH3:11])[N:13]=[C:4]([CH3:5])[C:6]=1[C:9]#[N:10]. The catalyst class is: 8.